This data is from Forward reaction prediction with 1.9M reactions from USPTO patents (1976-2016). The task is: Predict the product of the given reaction. (1) Given the reactants [OH-].[OH:2][CH2:3][CH2:4][N+:5]([CH3:8])([CH3:7])[CH3:6].[CH2:9]([CH:11]([CH2:15][CH2:16][CH2:17][CH3:18])[C:12]([OH:14])=[O:13])[CH3:10].OCC[N+](C)(C)C.C(OC(=O)CCCCC)C, predict the reaction product. The product is: [CH3:18][CH2:17][CH2:16][CH2:15][CH:11]([C:12]([O-:14])=[O:13])[CH2:9][CH3:10].[CH3:6][N+:5]([CH2:4][CH2:3][OH:2])([CH3:8])[CH3:7]. (2) Given the reactants C1(C[CH:8]([NH:12][C:13]([C:15]2[CH:45]=[CH:44][C:18]3[N:19]([CH:38]4[CH2:43][CH2:42][CH2:41][CH2:40][CH2:39]4)[C:20]([C:22]4[CH:23]=[C:24]5[C:29](=[CH:30][CH:31]=4)[N:28]=[C:27]([C:32]4[CH:37]=[CH:36][CH:35]=[CH:34][CH:33]=4)[CH:26]=[N:25]5)=[N:21][C:17]=3[CH:16]=2)=[O:14])[C:9]([OH:11])=[O:10])CCCCC1.C1C=C2C(COC(NCC=O)=O)C3C(C2=CC=1)=CC=CC=3, predict the reaction product. The product is: [CH:38]1([N:19]2[C:18]3[CH:44]=[CH:45][C:15]([C:13]([NH:12][CH2:8][C:9]([OH:11])=[O:10])=[O:14])=[CH:16][C:17]=3[N:21]=[C:20]2[C:22]2[CH:23]=[C:24]3[C:29](=[CH:30][CH:31]=2)[N:28]=[C:27]([C:32]2[CH:37]=[CH:36][CH:35]=[CH:34][CH:33]=2)[CH:26]=[N:25]3)[CH2:43][CH2:42][CH2:41][CH2:40][CH2:39]1. (3) Given the reactants [Cl:1][C:2]1[CH:7]=[CH:6][C:5]([CH2:8][OH:9])=[C:4]([F:10])[CH:3]=1.Cl[C:12]1[CH:17]=[C:16](I)[CH:15]=[CH:14][N:13]=1.C([O-])([O-])=[O:20].[Cs+].[Cs+].N1C2C(=CC=C3C=2N=CC=C3)C=CC=1, predict the reaction product. The product is: [Cl:1][C:2]1[CH:7]=[CH:6][C:5]([CH2:8][O:9][C:16]2[CH:15]=[CH:14][NH:13][C:12](=[O:20])[CH:17]=2)=[C:4]([F:10])[CH:3]=1. (4) Given the reactants [CH3:1][O:2][C:3]([N:5]1[C:13]2[C:8](=[CH:9][CH:10]=[CH:11][CH:12]=2)[C:7](CC(OCC)=O)=[CH:6]1)=[O:4].[Li+].CC([N-]C(C)C)C.IC, predict the reaction product. The product is: [CH3:1][O:2][C:3]([N:5]1[C:13]2[C:8](=[CH:9][CH:10]=[CH:11][CH:12]=2)[CH:7]=[CH:6]1)=[O:4]. (5) Given the reactants C(OC([N:8]1[CH2:13][CH2:12][CH:11]([NH:14][C:15]2[C:20]([F:21])=[CH:19][N:18]=[C:17]([Cl:22])[N:16]=2)[CH2:10][CH2:9]1)=O)(C)(C)C, predict the reaction product. The product is: [ClH:22].[ClH:22].[Cl:22][C:17]1[N:16]=[C:15]([NH:14][CH:11]2[CH2:10][CH2:9][NH:8][CH2:13][CH2:12]2)[C:20]([F:21])=[CH:19][N:18]=1. (6) Given the reactants [C:1]([OH:7])(=[O:6])[CH2:2][C:3]([OH:5])=[O:4].S(=O)(=O)(O)O.[CH2:13]([CH:15]1CCC(=O)CC1)[CH3:14], predict the reaction product. The product is: [CH3:14][C:13]1([CH3:15])[O:7][C:1](=[O:6])[CH2:2][C:3](=[O:5])[O:4]1.